From a dataset of Forward reaction prediction with 1.9M reactions from USPTO patents (1976-2016). Predict the product of the given reaction. (1) Given the reactants [OH:1][C:2]([C:4]([F:7])([F:6])[F:5])=[O:3].[C:8]([NH:11][C:12]1[N:13]=[C:14]2[CH:19]=[CH:18][C:17]([C:20]3[N:25]=[C:24]([O:26][CH:27]4[CH2:30][N:29](C(OC(C)(C)C)=O)[CH2:28]4)[C:23]([NH2:38])=[N:22][CH:21]=3)=[CH:16][N:15]2[CH:39]=1)(=[O:10])[CH3:9].FC(F)(F)C(O)=O, predict the reaction product. The product is: [OH:3][C:2]([C:4]([F:7])([F:6])[F:5])=[O:1].[NH2:38][C:23]1[N:22]=[CH:21][C:20]([C:17]2[CH:18]=[CH:19][C:14]3[N:15]([CH:39]=[C:12]([NH:11][C:8](=[O:10])[CH3:9])[N:13]=3)[CH:16]=2)=[N:25][C:24]=1[O:26][CH:27]1[CH2:30][NH:29][CH2:28]1. (2) Given the reactants [C:1]([O:5][C:6]([N:8]1[CH2:13][CH2:12][N:11]([C:14]([C:16]2[C:24]3[C:19](=[CH:20][C:21]([OH:25])=[CH:22][CH:23]=3)[N:18]([C:26]3[CH:31]=[CH:30][CH:29]=[CH:28][CH:27]=3)[C:17]=2[O:32][C:33]2[CH:38]=[CH:37][CH:36]=[CH:35][C:34]=2[CH3:39])=[O:15])[CH2:10][CH2:9]1)=[O:7])([CH3:4])([CH3:3])[CH3:2].C(=O)([O-])[O-].[Cs+].[Cs+].[CH3:46][O:47][CH2:48][CH2:49]Br, predict the reaction product. The product is: [C:1]([O:5][C:6]([N:8]1[CH2:9][CH2:10][N:11]([C:14]([C:16]2[C:24]3[C:19](=[CH:20][C:21]([O:25][CH2:49][CH2:48][O:47][CH3:46])=[CH:22][CH:23]=3)[N:18]([C:26]3[CH:27]=[CH:28][CH:29]=[CH:30][CH:31]=3)[C:17]=2[O:32][C:33]2[CH:38]=[CH:37][CH:36]=[CH:35][C:34]=2[CH3:39])=[O:15])[CH2:12][CH2:13]1)=[O:7])([CH3:4])([CH3:3])[CH3:2]. (3) The product is: [C:31]1([CH2:30][CH2:29][CH2:28][CH:27]([NH:37][C:14]([CH:10]2[CH2:11][CH2:12][CH2:13][N:8]([C:6]([O:5][C:1]([CH3:2])([CH3:3])[CH3:4])=[O:7])[CH2:9]2)=[O:16])[CH2:26][CH2:25][CH2:24][C:18]2[CH:19]=[CH:20][CH:21]=[CH:22][CH:23]=2)[CH:36]=[CH:35][CH:34]=[CH:33][CH:32]=1. Given the reactants [C:1]([O:5][C:6]([N:8]1[CH2:13][CH2:12][CH2:11][CH:10]([C:14]([OH:16])=O)[CH2:9]1)=[O:7])([CH3:4])([CH3:3])[CH3:2].Cl.[C:18]1([CH2:24][CH2:25][CH2:26][CH:27]([NH2:37])[CH2:28][CH2:29][CH2:30][C:31]2[CH:36]=[CH:35][CH:34]=[CH:33][CH:32]=2)[CH:23]=[CH:22][CH:21]=[CH:20][CH:19]=1.C(N(C(C)C)CC)(C)C.C1CN([P+](ON2N=NC3C=CC=CC2=3)(N2CCCC2)N2CCCC2)CC1.F[P-](F)(F)(F)(F)F, predict the reaction product. (4) Given the reactants [CH3:1][O:2][C:3]1[CH:8]=[CH:7][C:6]([N:9]([CH3:27])[C:10]([N:12]2[CH2:17][CH2:16][CH:15]([C:18](=[O:26])[C:19]3[CH:24]=[CH:23][C:22](Br)=[CH:21][CH:20]=3)[CH2:14][CH2:13]2)=[O:11])=[CH:5][CH:4]=1.[CH3:28][O:29][CH2:30][CH2:31][N:32]1[CH:36]=[C:35](B2OC(C)(C)C(C)(C)O2)[CH:34]=[N:33]1.C(=O)([O-])[O-].[Cs+].[Cs+].ClCCl, predict the reaction product. The product is: [CH3:1][O:2][C:3]1[CH:8]=[CH:7][C:6]([N:9]([CH3:27])[C:10]([N:12]2[CH2:17][CH2:16][CH:15]([C:18](=[O:26])[C:19]3[CH:24]=[CH:23][C:22]([C:35]4[CH:34]=[N:33][N:32]([CH2:31][CH2:30][O:29][CH3:28])[CH:36]=4)=[CH:21][CH:20]=3)[CH2:14][CH2:13]2)=[O:11])=[CH:5][CH:4]=1. (5) Given the reactants Cl[C:2]1[C:8]2[CH:9]=[CH:10][CH:11]=[CH:12][C:7]=2[O:6][C:5]2[CH:13]=[CH:14][CH:15]=[CH:16][C:4]=2[N:3]=1.C1COCC1.[C:22]1([Mg]Br)[CH:27]=[CH:26][CH:25]=[CH:24][CH:23]=1, predict the reaction product. The product is: [C:22]1([C:2]2[C:8]3[CH:9]=[CH:10][CH:11]=[CH:12][C:7]=3[O:6][C:5]3[CH:13]=[CH:14][CH:15]=[CH:16][C:4]=3[N:3]=2)[CH:27]=[CH:26][CH:25]=[CH:24][CH:23]=1. (6) Given the reactants C(=O)([O-])[O-].[K+].[K+].[C:7]([O:16][CH3:17])(=[O:15])[C:8]1[C:9](=[CH:11][CH:12]=[CH:13][CH:14]=1)[OH:10].Br[CH2:19][CH2:20][Cl:21], predict the reaction product. The product is: [CH3:17][O:16][C:7](=[O:15])[C:8]1[CH:14]=[CH:13][CH:12]=[CH:11][C:9]=1[O:10][CH2:19][CH2:20][Cl:21]. (7) Given the reactants [CH2:1]([OH:28])[CH:2]([CH2:4][CH2:5][CH2:6][C@H:7]([C@@H:9]1[C@:26]2([CH3:27])[C@H:12]([C@H:13]3[C@H:23]([CH2:24][CH2:25]2)[C@:21]2([CH3:22])[CH:16]([CH2:17][CH2:18][CH2:19][CH2:20]2)[CH2:15][CH2:14]3)[CH2:11][CH2:10]1)[CH3:8])[CH3:3].[N+:29]([C:32]1[CH:37]=[C:36]([N+:38]([O-:40])=[O:39])[CH:35]=[CH:34][C:33]=1[CH2:41][C:42](O)=[O:43])([O-:31])=[O:30].O.C1(C)C(S(O)(=O)=O)=CC=CC=1.CO, predict the reaction product. The product is: [N+:29]([C:32]1[CH:37]=[C:36]([N+:38]([O-:40])=[O:39])[CH:35]=[CH:34][C:33]=1[CH2:41][C:42]([O:28][CH2:1][CH:2]([CH2:4][CH2:5][CH2:6][C@H:7]([C@@H:9]1[C@:26]2([CH3:27])[C@H:12]([C@H:13]3[C@H:23]([CH2:24][CH2:25]2)[C@:21]2([CH3:22])[CH:16]([CH2:17][CH2:18][CH2:19][CH2:20]2)[CH2:15][CH2:14]3)[CH2:11][CH2:10]1)[CH3:8])[CH3:3])=[O:43])([O-:31])=[O:30].